From a dataset of Catalyst prediction with 721,799 reactions and 888 catalyst types from USPTO. Predict which catalyst facilitates the given reaction. (1) Reactant: [C:1]([C:4]1[C:8]([CH3:9])=[C:7]([C:10]2[CH:15]=[CH:14][N:13]=[CH:12][CH:11]=2)[NH:6][C:5]=1[CH3:16])(=[O:3])[CH3:2].C1C[O:20]CC1.[N+]([O-])([O-])=O.[Ce+4].[NH4+].[N+]([O-])([O-])=O.[N+]([O-])([O-])=O.[N+]([O-])([O-])=O.[N+]([O-])([O-])=O.[OH-].[Na+]. Product: [C:1]([C:4]1[C:8]([CH3:9])=[C:7]([C:10]2[CH:15]=[CH:14][N:13]=[CH:12][CH:11]=2)[NH:6][C:5]=1[CH:16]=[O:20])(=[O:3])[CH3:2]. The catalyst class is: 211. (2) Reactant: [C:1]([C:4]1[CH:5]=[CH:6][C:7]([NH2:14])=[C:8]([S:10]([NH2:13])(=[O:12])=[O:11])[CH:9]=1)(=[O:3])[CH3:2].[BH4-].[Na+]. Product: [NH2:14][C:7]1[CH:6]=[CH:5][C:4]([CH:1]([OH:3])[CH3:2])=[CH:9][C:8]=1[S:10]([NH2:13])(=[O:11])=[O:12]. The catalyst class is: 14.